From a dataset of Peptide-MHC class II binding affinity with 134,281 pairs from IEDB. Regression. Given a peptide amino acid sequence and an MHC pseudo amino acid sequence, predict their binding affinity value. This is MHC class II binding data. (1) The peptide sequence is MGVSDVPRDLEVVAA. The MHC is HLA-DPA10201-DPB10101 with pseudo-sequence HLA-DPA10201-DPB10101. The binding affinity (normalized) is 0.314. (2) The peptide sequence is SDDELPYIDPNMEPV. The MHC is HLA-DPA10103-DPB10401 with pseudo-sequence HLA-DPA10103-DPB10401. The binding affinity (normalized) is 0.0979. (3) The peptide sequence is HGSPTFWMGSHEVNG. The MHC is HLA-DQA10601-DQB10402 with pseudo-sequence HLA-DQA10601-DQB10402. The binding affinity (normalized) is 0.315. (4) The peptide sequence is ADTISSYFVGKMY. The MHC is DRB1_1501 with pseudo-sequence DRB1_1501. The binding affinity (normalized) is 0.497. (5) The peptide sequence is YTPIGDNKALISK. The MHC is DRB1_0401 with pseudo-sequence DRB1_0401. The binding affinity (normalized) is 0.431. (6) The peptide sequence is LQDSDPDSFQD. The MHC is DRB1_0401 with pseudo-sequence DRB1_0401. The binding affinity (normalized) is 0.149. (7) The peptide sequence is GGRLAFQEFMIVPCE. The MHC is HLA-DQA10101-DQB10501 with pseudo-sequence HLA-DQA10101-DQB10501. The binding affinity (normalized) is 0.711.